This data is from Reaction yield outcomes from USPTO patents with 853,638 reactions. The task is: Predict the reaction yield, written as a fraction of the theoretical maximum amount of product (1.0 means a 100% yield; for example, 0.34 means a 34% yield). (1) The reactants are [CH2:1]([N:4]1[C:12]2[C:11](=[O:13])[NH:10][C:9](=[O:14])[NH:8][C:7]=2[N:6]=[CH:5]1)[CH:2]=[CH2:3].C(=O)([O-])[O-].[Na+].[Na+].[CH2:21](I)[CH2:22][CH2:23][CH2:24][CH3:25]. The catalyst is CN(C=O)C. The product is [CH2:21]([N:8]1[C:7]2[N:6]=[CH:5][N:4]([CH2:1][CH:2]=[CH2:3])[C:12]=2[C:11](=[O:13])[NH:10][C:9]1=[O:14])[CH2:22][CH2:23][CH2:24][CH3:25]. The yield is 0.560. (2) The yield is 0.700. The catalyst is C1COCC1.O. The reactants are C([O:3][C:4](=[O:30])[CH2:5][NH:6][C:7](=[O:29])[CH2:8][O:9][N:10]=[C:11]1[C:23]2[C:18](=[N:19][C:20]([C:26](=[O:28])[NH2:27])=[C:21]([C:24]#[N:25])[N:22]=2)[C:17]2[CH:16]=[CH:15][CH:14]=[CH:13][C:12]1=2)C.O[Li].O.Cl. The product is [C:26]([C:20]1[N:19]=[C:18]2[C:17]3[CH:16]=[CH:15][CH:14]=[CH:13][C:12]=3[C:11](=[N:10][O:9][CH2:8][C:7]([NH:6][CH2:5][C:4]([OH:30])=[O:3])=[O:29])[C:23]2=[N:22][C:21]=1[C:24]#[N:25])(=[O:28])[NH2:27]. (3) The reactants are C[Si](C)(C)CCOC[N:7]1[C:11]2[N:12]=[CH:13][N:14]=[C:15]([C:16]3[CH:17]=[N:18][N:19]([C@@H:21]([CH3:25])[CH2:22][C:23]#[N:24])[CH:20]=3)[C:10]=2[CH:9]=[CH:8]1.C(#N)C.F[B-](F)(F)F.[Li+].[OH-].[NH4+]. The catalyst is O. The product is [N:12]1[C:11]2[NH:7][CH:8]=[CH:9][C:10]=2[C:15]([C:16]2[CH:17]=[N:18][N:19]([C@@H:21]([CH3:25])[CH2:22][C:23]#[N:24])[CH:20]=2)=[N:14][CH:13]=1. The yield is 0.790. (4) The reactants are [CH3:1][O:2][C:3]([C:5]1[S:6][C:7]([C:26]2[CH:31]=[CH:30][CH:29]=[CH:28][CH:27]=2)=[CH:8][C:9]=1[NH:10][CH:11]([CH:20]1[CH2:25][CH2:24][CH2:23][CH2:22][CH2:21]1)[CH2:12][CH2:13][CH2:14][C:15]([O:17]CC)=[O:16])=[O:4].[OH-].[Li+]. The catalyst is C1COCC1.CCO.O. The product is [CH3:1][O:2][C:3]([C:5]1[S:6][C:7]([C:26]2[CH:31]=[CH:30][CH:29]=[CH:28][CH:27]=2)=[CH:8][C:9]=1[NH:10][CH:11]([CH:20]1[CH2:21][CH2:22][CH2:23][CH2:24][CH2:25]1)[CH2:12][CH2:13][CH2:14][C:15]([OH:17])=[O:16])=[O:4]. The yield is 0.830. (5) The reactants are [F:1][C:2]([F:7])([F:6])[C:3]([OH:5])=[O:4].[CH2:8]([S:10]([N:13]1[CH2:18][CH2:17][CH:16]([C:19]2[C:27]3[C:22](=[C:23]([C:39]([NH2:41])=[O:40])[CH:24]=[C:25]([C:28]4[CH:29]=[N:30][N:31]([CH2:33][CH2:34][NH:35][CH2:36][CH2:37]O)[CH:32]=4)[CH:26]=3)[NH:21][CH:20]=2)[CH2:15][CH2:14]1)(=[O:12])=[O:11])[CH3:9].[CH:42]1(N)[CH2:46]C[CH2:44][CH2:43]1.NCCO. No catalyst specified. The product is [F:1][C:2]([F:7])([F:6])[C:3]([OH:5])=[O:4].[CH:37]1([CH2:36][NH:35][CH2:34][CH2:33][N:31]2[CH:32]=[C:28]([C:25]3[CH:26]=[C:27]4[C:22](=[C:23]([C:39]([NH2:41])=[O:40])[CH:24]=3)[NH:21][CH:20]=[C:19]4[CH:16]3[CH2:15][CH2:14][N:13]([S:10]([CH2:8][CH3:9])(=[O:11])=[O:12])[CH2:18][CH2:17]3)[CH:29]=[N:30]2)[CH2:44][CH2:43][CH2:42][CH2:46]1. The yield is 0.400. (6) The reactants are [Si](N1C(=O)[C@H](CCCC=C)[C@H]1C(OCC1C=CC=CC=1)=O)(C(C)(C)C)(C)C.C[N+]1([O-])CCOCC1.[Si:36]([N:43]1[C:46](=[O:47])[C@H:45]([CH2:48][CH2:49][CH2:50][CH:51]([OH:54])CO)[C@H:44]1[C:55]([O:57][CH2:58][C:59]1[CH:64]=[CH:63][CH:62]=[CH:61][CH:60]=1)=[O:56])([C:39]([CH3:42])([CH3:41])[CH3:40])([CH3:38])[CH3:37].I([O-])(=O)(=O)=O.[Na+]. The catalyst is O1CCOCC1.[Os](=O)(=O)(=O)=O.O. The product is [Si:36]([N:43]1[C:46](=[O:47])[C@H:45]([CH2:48][CH2:49][CH2:50][CH:51]=[O:54])[C@H:44]1[C:55]([O:57][CH2:58][C:59]1[CH:60]=[CH:61][CH:62]=[CH:63][CH:64]=1)=[O:56])([C:39]([CH3:42])([CH3:41])[CH3:40])([CH3:38])[CH3:37]. The yield is 1.00. (7) The reactants are Br[C:2]1[CH:3]=[C:4]2[C:9]([NH:10][C@H:11]3[C@@H:15]([O:16][CH3:17])[CH2:14][N:13]([S:18]([CH3:21])(=[O:20])=[O:19])[CH2:12]3)=[C:8]([C:22]([NH2:24])=[O:23])[CH:7]=[N:6][N:5]2[CH:25]=1.[CH3:26][O:27][C:28]1[N:33]=[CH:32][C:31](B(O)O)=[CH:30][CH:29]=1.CC(C1C=C(C(C)C)C(C2C=CC=CC=2P(C2CCCCC2)C2CCCCC2)=C(C(C)C)C=1)C.P([O-])([O-])([O-])=O.[K+].[K+].[K+]. The catalyst is O1CCOCC1. The product is [CH3:17][O:16][C@H:15]1[CH2:14][N:13]([S:18]([CH3:21])(=[O:20])=[O:19])[CH2:12][C@H:11]1[NH:10][C:9]1[C:4]2[N:5]([CH:25]=[C:2]([C:31]3[CH:32]=[N:33][C:28]([O:27][CH3:26])=[CH:29][CH:30]=3)[CH:3]=2)[N:6]=[CH:7][C:8]=1[C:22]([NH2:24])=[O:23]. The yield is 0.370. (8) The reactants are C(OC([NH:8][C:9]1[S:13][C:12]([C:14]2[C:19]([F:20])=[CH:18][CH:17]=[CH:16][C:15]=2[F:21])=[N:11][C:10]=1[C:22]([NH:24][C:25]1[CH:26]=[N:27][N:28]([CH3:45])[C:29]=1[N:30]1[CH2:35][C@@H:34]([F:36])[CH2:33][C@H:32]([NH:37]C(=O)OC(C)(C)C)[CH2:31]1)=[O:23])=O)(C)(C)C.N. The catalyst is Cl.CO.CO. The product is [NH2:8][C:9]1[S:13][C:12]([C:14]2[C:15]([F:21])=[CH:16][CH:17]=[CH:18][C:19]=2[F:20])=[N:11][C:10]=1[C:22]([NH:24][C:25]1[CH:26]=[N:27][N:28]([CH3:45])[C:29]=1[N:30]1[CH2:35][C@@H:34]([F:36])[CH2:33][C@H:32]([NH2:37])[CH2:31]1)=[O:23]. The yield is 0.900.